Dataset: Retrosynthesis with 50K atom-mapped reactions and 10 reaction types from USPTO. Task: Predict the reactants needed to synthesize the given product. (1) The reactants are: CCc1cccc2c1OC1(O)c3ccccc3C(=O)C21N.O=C(O)c1ccc[nH]1. Given the product CCc1cccc2c1OC1(O)c3ccccc3C(=O)C21NC(=O)c1ccc[nH]1, predict the reactants needed to synthesize it. (2) Given the product C=C[C@@H]1C[C@]1(NC(=O)[C@@H]1C[C@@H](OC(=O)N2Cc3cccc(F)c3C2)CN1C(=O)OC(C)(C)C)C(=O)NS(=O)(=O)c1ccccc1NC(=O)CCCCCCCC(=O)OC, predict the reactants needed to synthesize it. The reactants are: C=C[C@@H]1C[C@]1(N)C(=O)NS(=O)(=O)c1ccccc1NC(=O)CCCCCCCC(=O)OC.CC(C)(C)OC(=O)N1C[C@H](OC(=O)N2Cc3cccc(F)c3C2)C[C@H]1C(=O)O. (3) Given the product O=C(O)c1ccc(OCC2CC2)cc1, predict the reactants needed to synthesize it. The reactants are: COC(=O)c1ccc(OCC2CC2)cc1. (4) Given the product COc1ccc(CO)cc1O[Si](C)(C)C(C)(C)C, predict the reactants needed to synthesize it. The reactants are: COc1ccc(C=O)cc1O[Si](C)(C)C(C)(C)C.